This data is from Forward reaction prediction with 1.9M reactions from USPTO patents (1976-2016). The task is: Predict the product of the given reaction. (1) Given the reactants [CH3:1][C:2]1([C:15]2[CH:20]=[CH:19][CH:18]=[CH:17][CH:16]=2)[C:6](=[O:7])[CH:5]=[C:4](/[CH:8]=[CH:9]/[C:10]2[CH:14]=[CH:13][S:12][CH:11]=2)[O:3]1.[CH2:21]([SH:25])[CH2:22][CH2:23][SH:24], predict the reaction product. The product is: [SH:24][CH2:23][CH2:22][CH2:21][S:25][CH:9]([C:10]1[CH:14]=[CH:13][S:12][CH:11]=1)[CH2:8][C:4]1[O:3][C:2]([CH3:1])([C:15]2[CH:20]=[CH:19][CH:18]=[CH:17][CH:16]=2)[C:6](=[O:7])[CH:5]=1. (2) Given the reactants [CH3:1][C:2]1[CH:3]=[C:4]([OH:22])[CH:5]=[CH:6][C:7]=1[N:8]1[C:12]2[CH:13]=[CH:14][CH:15]=[C:16]([C:17]([F:20])([F:19])[F:18])[C:11]=2[N:10]=[C:9]1[CH3:21].Br[C:24]1[CH:29]=[CH:28][CH:27]=[C:26]([S:30]([CH:33]([CH3:35])[CH3:34])(=[O:32])=[O:31])[CH:25]=1, predict the reaction product. The product is: [CH3:21][C:9]1[N:8]([C:7]2[CH:6]=[CH:5][C:4]([O:22][C:28]3[CH:29]=[CH:24][CH:25]=[C:26]([S:30]([CH:33]([CH3:35])[CH3:34])(=[O:31])=[O:32])[CH:27]=3)=[CH:3][C:2]=2[CH3:1])[C:12]2[CH:13]=[CH:14][CH:15]=[C:16]([C:17]([F:20])([F:19])[F:18])[C:11]=2[N:10]=1. (3) Given the reactants [NH2:1][C:2]1[CH:3]=[C:4]([N:8]([CH2:16][C:17]2[CH:22]=[CH:21][CH:20]=[C:19]([O:23][C:24]([F:29])([F:28])[CH:25]([F:27])[F:26])[CH:18]=2)[CH2:9][CH:10]([OH:15])[C:11]([F:14])([F:13])[F:12])[CH:5]=[CH:6][CH:7]=1.C(N(CC)CC)C.[F:37][C:38]1[CH:46]=[CH:45][C:41]([C:42](Cl)=[O:43])=[CH:40][CH:39]=1, predict the reaction product. The product is: [F:37][C:38]1[CH:46]=[CH:45][C:41]([C:42]([NH:1][C:2]2[CH:7]=[CH:6][CH:5]=[C:4]([N:8]([CH2:16][C:17]3[CH:22]=[CH:21][CH:20]=[C:19]([O:23][C:24]([F:28])([F:29])[CH:25]([F:26])[F:27])[CH:18]=3)[CH2:9][CH:10]([OH:15])[C:11]([F:14])([F:13])[F:12])[CH:3]=2)=[O:43])=[CH:40][CH:39]=1. (4) Given the reactants CN(C=O)C.Cl[CH2:7][CH2:8][CH2:9][O:10][C:11]1[CH:12]=[C:13]2[C:18](=[CH:19][C:20]=1[O:21][CH3:22])[N:17]=[CH:16][N:15]=[C:14]2[Cl:23].[NH:24]1[CH2:29][CH2:28][O:27][CH2:26][CH2:25]1.C(Cl)Cl, predict the reaction product. The product is: [O:27]1[CH2:28][CH2:29][N:24]([CH2:7][CH2:8][CH2:9][O:10][C:11]2[CH:12]=[C:13]3[C:18](=[CH:19][C:20]=2[O:21][CH3:22])[N:17]=[CH:16][N:15]=[C:14]3[Cl:23])[CH2:25][CH2:26]1.